Dataset: Reaction yield outcomes from USPTO patents with 853,638 reactions. Task: Predict the reaction yield, written as a fraction of the theoretical maximum amount of product (1.0 means a 100% yield; for example, 0.34 means a 34% yield). (1) The reactants are [F:1][C:2]1[CH:7]=[CH:6][CH:5]=[C:4]([F:8])[C:3]=1[CH3:9].[S:10]([Cl:14])(=O)(=[O:12])[OH:11]. The catalyst is O. The product is [F:1][C:2]1[C:3]([CH3:9])=[C:4]([F:8])[CH:5]=[CH:6][C:7]=1[S:10]([Cl:14])(=[O:12])=[O:11]. The yield is 0.980. (2) The reactants are C([O:3][C:4](=[O:28])[CH2:5][CH2:6][N:7]1[C:11]2[N:12]=[CH:13][N:14]=[C:15]([NH:16][C:17]3[CH:22]=[CH:21][C:20]([O:23][C:24]([F:27])([F:26])[F:25])=[CH:19][CH:18]=3)[C:10]=2[CH:9]=[CH:8]1)C. The catalyst is C1COCC1.O. The product is [F:27][C:24]([F:25])([F:26])[O:23][C:20]1[CH:19]=[CH:18][C:17]([NH:16][C:15]2[C:10]3[CH:9]=[CH:8][N:7]([CH2:6][CH2:5][C:4]([OH:28])=[O:3])[C:11]=3[N:12]=[CH:13][N:14]=2)=[CH:22][CH:21]=1. The yield is 0.770.